This data is from Forward reaction prediction with 1.9M reactions from USPTO patents (1976-2016). The task is: Predict the product of the given reaction. (1) Given the reactants [NH:1]1[C:5]2[CH:6]=[C:7]([C:10]3[N:14]=[C:13]([C:15]4[CH:16]=[CH:17][C:18]([O:23][CH:24]([CH3:29])[C:25]([F:28])([F:27])[F:26])=[C:19]([CH:22]=4)[CH:20]=[O:21])[O:12][N:11]=3)[CH:8]=[CH:9][C:4]=2[N:3]=[CH:2]1.[BH4-].[Na+].[NH4+].[Cl-:33], predict the reaction product. The product is: [ClH:33].[NH:3]1[C:4]2[CH:9]=[CH:8][C:7]([C:10]3[N:14]=[C:13]([C:15]4[CH:16]=[CH:17][C:18]([O:23][CH:24]([CH3:29])[C:25]([F:27])([F:28])[F:26])=[C:19]([CH2:20][OH:21])[CH:22]=4)[O:12][N:11]=3)=[CH:6][C:5]=2[N:1]=[CH:2]1. (2) The product is: [ClH:17].[CH3:1][O:2][C@H:3]1[CH2:8][CH2:7][NH:6][C@@H:5]([CH3:16])[CH2:4]1. Given the reactants [CH3:1][O:2][C@H:3]1[CH2:8][CH2:7][N:6](C(OC(C)(C)C)=O)[C@@H:5]([CH3:16])[CH2:4]1.[ClH:17], predict the reaction product. (3) Given the reactants C([Li])CCC.[F:6][C:7]([F:22])([F:21])[C:8]1[N:9]=[CH:10][N:11]([CH2:13][O:14][CH2:15][CH2:16][Si:17]([CH3:20])([CH3:19])[CH3:18])[CH:12]=1.CN([CH:26]=[O:27])C, predict the reaction product. The product is: [F:22][C:7]([F:21])([F:6])[C:8]1[N:9]=[C:10]([CH:26]=[O:27])[N:11]([CH2:13][O:14][CH2:15][CH2:16][Si:17]([CH3:18])([CH3:19])[CH3:20])[CH:12]=1. (4) Given the reactants Cl[C:2]1[C:11]2[C:6](=[CH:7][CH:8]=[CH:9][CH:10]=2)[CH:5]=[CH:4][N:3]=1.[CH3:12][O:13][C:14]1[CH:19]=[CH:18][C:17]([NH:20][CH3:21])=[CH:16][CH:15]=1, predict the reaction product. The product is: [C:2]1([N:20]([C:17]2[CH:18]=[CH:19][C:14]([O:13][CH3:12])=[CH:15][CH:16]=2)[CH3:21])[C:11]2[C:6](=[CH:7][CH:8]=[CH:9][CH:10]=2)[CH:5]=[CH:4][N:3]=1.